From a dataset of Full USPTO retrosynthesis dataset with 1.9M reactions from patents (1976-2016). Predict the reactants needed to synthesize the given product. (1) Given the product [CH3:8][C:9]1[O:10][CH:11]=[C:12]([CH2:14][N:15]2[CH2:16][CH2:17][NH:18][CH2:19][CH2:20]2)[N:13]=1, predict the reactants needed to synthesize it. The reactants are: C(O)(C(F)(F)F)=O.[CH3:8][C:9]1[O:10][CH:11]=[C:12]([CH2:14][N:15]2[CH2:20][CH2:19][N:18](C(OC(C)(C)C)=O)[CH2:17][CH2:16]2)[N:13]=1.C1(C)C=CC=CC=1. (2) Given the product [F:1][C:2]([F:16])([F:17])[C:3](=[O:15])[CH2:4][C:7]1[CH:12]=[C:11]([CH3:13])[CH:10]=[CH:9][C:8]=1[CH3:14], predict the reactants needed to synthesize it. The reactants are: [F:1][C:2]([F:17])([F:16])[C:3](=[O:15])[CH:4]([C:7]1[CH:12]=[C:11]([CH3:13])[CH:10]=[CH:9][C:8]=1[CH3:14])C#N.S(=O)(=O)(O)O.